Dataset: Reaction yield outcomes from USPTO patents with 853,638 reactions. Task: Predict the reaction yield, written as a fraction of the theoretical maximum amount of product (1.0 means a 100% yield; for example, 0.34 means a 34% yield). (1) The reactants are [CH3:1][O:2][C:3](=[O:11])[C:4]1[CH:9]=[CH:8][C:7](Cl)=[N:6][CH:5]=1.[Br:12][C:13]1[CH:18]=[CH:17][C:16]([OH:19])=[CH:15][C:14]=1[CH3:20].C([O-])([O-])=O.[K+].[K+]. The catalyst is CN(C=O)C. The product is [CH3:1][O:2][C:3](=[O:11])[C:4]1[CH:9]=[CH:8][C:7]([O:19][C:16]2[CH:17]=[CH:18][C:13]([Br:12])=[C:14]([CH3:20])[CH:15]=2)=[N:6][CH:5]=1. The yield is 0.840. (2) The reactants are Cl.Cl.[NH2:3][C:4]1[C:9]([NH2:10])=[CH:8][CH:7]=[C:6]([O:11][CH3:12])[N:5]=1.N. The catalyst is O. The product is [NH2:3][C:4]1[C:9]([NH2:10])=[CH:8][CH:7]=[C:6]([O:11][CH3:12])[N:5]=1. The yield is 0.920. (3) The reactants are [S:1]1[CH:5]=[CH:4][C:3]([CH:6]=[O:7])=[CH:2]1.[OH-].[K+].[N+:10]([CH2:12][C:13]([N:15]1[CH2:20][CH2:19][O:18][CH2:17][CH2:16]1)=[O:14])#[C-:11]. The catalyst is CO. The product is [S:1]1[CH:5]=[CH:4][C:3]([C@@H:6]2[O:7][CH:11]=[N:10][C@H:12]2[C:13]([N:15]2[CH2:16][CH2:17][O:18][CH2:19][CH2:20]2)=[O:14])=[CH:2]1. The yield is 0.250. (4) The reactants are [Na].C[O-].[Na+].Cl.[NH2:6][C:7]([NH2:9])=[NH:8].CN(C)[CH:12]=[CH:13][C:14]([C:16]1[CH:21]=[CH:20][CH:19]=[CH:18][C:17]=1[OH:22])=O. The catalyst is CO. The product is [NH2:8][C:7]1[N:9]=[C:14]([C:16]2[CH:21]=[CH:20][CH:19]=[CH:18][C:17]=2[OH:22])[CH:13]=[CH:12][N:6]=1. The yield is 0.870. (5) The reactants are C[Si]([N-][Si](C)(C)C)(C)C.[Li+].[CH3:11][C:12]([CH3:17])([CH3:16])[C:13](=[O:15])[CH3:14].[N:18]([CH:21]1[CH:28]2[CH2:29][CH:24]3[CH2:25][CH:26]([CH2:30][CH:22]1[CH2:23]3)[CH2:27]2)=[C:19]=[O:20].Cl.C12CC3CC(CC(C3)C1N)C2.[NH4+].[Cl-]. The catalyst is C1COCC1. The product is [CH:28]12[CH2:29][CH:24]3[CH2:25][CH:26]([CH2:30][CH:22]([CH2:23]3)[CH:21]1[NH:18][C:19](=[O:20])[CH2:14][C:13](=[O:15])[C:12]([CH3:17])([CH3:16])[CH3:11])[CH2:27]2. The yield is 0.810. (6) The reactants are [Cl:1][C:2]1[CH:3]=[C:4]([NH:9][C:10]([C:12]2[C:13](/[CH:17]=[CH:18]/[C:19]([O:21][CH2:22][CH3:23])=[O:20])=[N:14][O:15][N:16]=2)=[O:11])[CH:5]=[CH:6][C:7]=1[F:8].C(OCC)(=O)C. The catalyst is [Pd]. The product is [Cl:1][C:2]1[CH:3]=[C:4]([NH:9][C:10]([C:12]2[C:13]([CH2:17][CH2:18][C:19]([O:21][CH2:22][CH3:23])=[O:20])=[N:14][O:15][N:16]=2)=[O:11])[CH:5]=[CH:6][C:7]=1[F:8]. The yield is 0.700. (7) The reactants are C(N(CC)CC)C.[CH3:8][C:9]([O:12][C:13](O[C:13]([O:12][C:9]([CH3:11])([CH3:10])[CH3:8])=[O:14])=[O:14])([CH3:11])[CH3:10].[Br:23][C:24]1[C:25]([N:42]2[CH2:47][CH2:46][CH2:45][C@@H:44]([NH:48][C:49](=[O:55])[O:50][C:51]([CH3:54])([CH3:53])[CH3:52])[CH2:43]2)=[C:26]2[C:32]([NH:33][C:34](=[O:41])[C:35]3[CH:40]=[CH:39][CH:38]=[N:37][CH:36]=3)=[CH:31][NH:30][C:27]2=[N:28][CH:29]=1.O. The catalyst is CN(C)C1C=CN=CC=1.C(Cl)Cl. The product is [Br:23][C:24]1[C:25]([N:42]2[CH2:47][CH2:46][CH2:45][C@@H:44]([NH:48][C:49]([O:50][C:51]([CH3:52])([CH3:54])[CH3:53])=[O:55])[CH2:43]2)=[C:26]2[C:32]([NH:33][C:34](=[O:41])[C:35]3[CH:40]=[CH:39][CH:38]=[N:37][CH:36]=3)=[CH:31][N:30]([C:13]([O:12][C:9]([CH3:11])([CH3:10])[CH3:8])=[O:14])[C:27]2=[N:28][CH:29]=1. The yield is 0.890.